This data is from Full USPTO retrosynthesis dataset with 1.9M reactions from patents (1976-2016). The task is: Predict the reactants needed to synthesize the given product. (1) Given the product [NH2:29][C:26]1[CH:27]=[CH:28][C:23]([C:2]2[N:3]=[C:4]([C:8]([O:10][CH3:11])=[O:9])[N:5]([CH3:7])[CH:6]=2)=[CH:24][CH:25]=1, predict the reactants needed to synthesize it. The reactants are: Br[C:2]1[N:3]=[C:4]([C:8]([O:10][CH3:11])=[O:9])[N:5]([CH3:7])[CH:6]=1.[F-].[Cs+].B1([C:23]2[CH:28]=[CH:27][C:26]([NH2:29])=[CH:25][CH:24]=2)OC(C)(C)C(C)(C)O1. (2) Given the product [C:35]([O:39][C:40]([N:42]1[CH2:46][CH2:45][CH2:44][CH:43]1[C:47]1[NH:48][C:49]([C:52]2[CH:57]=[CH:56][C:55]([C:21]3[CH:20]=[CH:19][C:18]([C:15]4[NH:14][C:13]([CH:9]5[CH2:10][CH2:11][CH2:12][N:8]5[C:6]([O:5][C:1]([CH3:4])([CH3:2])[CH3:3])=[O:7])=[N:17][CH:16]=4)=[CH:23][CH:22]=3)=[CH:54][CH:53]=2)=[CH:50][N:51]=1)=[O:41])([CH3:38])([CH3:36])[CH3:37], predict the reactants needed to synthesize it. The reactants are: [C:1]([O:5][C:6]([N:8]1[CH2:12][CH2:11][CH2:10][CH:9]1[C:13]1[NH:14][C:15]([C:18]2[CH:23]=[CH:22][C:21](Br)=[C:20](CN(C(OC(C)(C)C)=O)C)[CH:19]=2)=[CH:16][N:17]=1)=[O:7])([CH3:4])([CH3:3])[CH3:2].[C:35]([O:39][C:40]([N:42]1[CH2:46][CH2:45][CH2:44][CH:43]1[C:47]1[NH:48][C:49]([C:52]2[CH:57]=[CH:56][C:55](B3OC(C)(C)C(C)(C)O3)=[C:54](C(OC)=O)[CH:53]=2)=[CH:50][N:51]=1)=[O:41])([CH3:38])([CH3:37])[CH3:36].C(=O)(O)[O-].[Na+].